Dataset: Full USPTO retrosynthesis dataset with 1.9M reactions from patents (1976-2016). Task: Predict the reactants needed to synthesize the given product. (1) Given the product [CH3:19][P:20]1(=[O:21])[O:5][CH2:4][CH:3]([C:6]2[CH:18]=[CH:17][C:9]([C:10]([O:12][C:13]([CH3:15])([CH3:14])[CH3:16])=[O:11])=[CH:8][CH:7]=2)[CH2:2][O:1]1, predict the reactants needed to synthesize it. The reactants are: [OH:1][CH2:2][CH:3]([C:6]1[CH:18]=[CH:17][C:9]([C:10]([O:12][C:13]([CH3:16])([CH3:15])[CH3:14])=[O:11])=[CH:8][CH:7]=1)[CH2:4][OH:5].[CH3:19][P:20](Cl)(Cl)=[O:21]. (2) Given the product [NH2:9][CH2:8][C:7]1[C:6]([C:10]2[CH:15]=[CH:14][C:13]([Cl:16])=[CH:12][C:11]=2[Cl:17])=[CH:5][N:4]2[CH:18]=[CH:19][N:20]=[C:3]2[C:2]=1[NH2:1], predict the reactants needed to synthesize it. The reactants are: [NH2:1][C:2]1[C:3]2[N:4]([CH:18]=[CH:19][N:20]=2)[CH:5]=[C:6]([C:10]2[CH:15]=[CH:14][C:13]([Cl:16])=[CH:12][C:11]=2[Cl:17])[C:7]=1[C:8]#[N:9].B.C1COCC1.Cl.CO. (3) Given the product [N+:37]([C:31]1[CH:32]=[C:33]([NH2:36])[CH:34]=[CH:35][C:30]=1[B:20]1[O:21][C:22]([CH3:27])([CH3:28])[C:23]([CH3:25])([CH3:26])[O:24]1)([O-:39])=[O:38], predict the reactants needed to synthesize it. The reactants are: N#N.C(Cl)Cl.CC([O-])=O.[K+].[B:20]1([B:20]2[O:24][C:23]([CH3:26])([CH3:25])[C:22]([CH3:28])([CH3:27])[O:21]2)[O:24][C:23]([CH3:26])([CH3:25])[C:22]([CH3:28])([CH3:27])[O:21]1.Br[C:30]1[CH:35]=[CH:34][C:33]([NH2:36])=[CH:32][C:31]=1[N+:37]([O-:39])=[O:38].